This data is from Forward reaction prediction with 1.9M reactions from USPTO patents (1976-2016). The task is: Predict the product of the given reaction. (1) Given the reactants [CH3:1][C:2]([O:4][C@@H:5]1[CH2:6][O:7][C:8](/[C:10]/1=[CH:11]/[CH2:12][C@H:13]1[C@:19]2([CH3:31])[CH2:20][CH2:21][C@H:22]3[O:27]C(C)(C)[O:25][CH2:24][C@@:23]3([CH3:30])[C@H:18]2[CH2:17][CH2:16][C:14]1=[CH2:15])=[O:9])=[O:3].C(O)(=O)C, predict the reaction product. The product is: [CH3:1][C:2]([O:4][CH:5]1[CH2:6][O:7][C:8](/[C:10]/1=[CH:11]\[CH2:12][CH:13]1[C:19]2([CH3:31])[CH2:20][CH2:21][CH:22]([OH:27])[C:23]([CH2:24][OH:25])([CH3:30])[CH:18]2[CH2:17][CH2:16][C:14]1=[CH2:15])=[O:9])=[O:3]. (2) Given the reactants [S:1](Cl)([C:4]1[C:16]2[CH:15]=[CH:14][CH:13]=[C:9]([N:10]([CH3:12])[CH3:11])[C:8]=2[CH:7]=[CH:6][CH:5]=1)(=[O:3])=[O:2].[CH2:18]([O:20][CH:21]([O:26][CH2:27][CH3:28])[CH2:22][CH2:23][CH2:24][NH2:25])[CH3:19].CCN(CC)CC, predict the reaction product. The product is: [CH2:27]([O:26][CH:21]([O:20][CH2:18][CH3:19])[CH2:22][CH2:23][CH2:24][NH:25][S:1]([C:4]1[C:16]2[C:8](=[C:9]([N:10]([CH3:12])[CH3:11])[CH:13]=[CH:14][CH:15]=2)[CH:7]=[CH:6][CH:5]=1)(=[O:3])=[O:2])[CH3:28]. (3) Given the reactants [CH3:1]C(C)([O-])C.[Na+].[CH3:7][NH:8][C:9]([N:11]1[C@@H:16]([C:17]2[CH:21]=[C:20]([C:22]3[CH:27]=[CH:26][CH:25]=[C:24]([CH3:28])[CH:23]=3)[O:19][N:18]=2)[CH2:15][C@@H:14]2[C@H:12]1[CH2:13]2)=[S:10].IC, predict the reaction product. The product is: [CH3:7][N:8]=[C:9]([N:11]1[C@@H:16]([C:17]2[CH:21]=[C:20]([C:22]3[CH:27]=[CH:26][CH:25]=[C:24]([CH3:28])[CH:23]=3)[O:19][N:18]=2)[CH2:15][C@@H:14]2[C@H:12]1[CH2:13]2)[S:10][CH3:1]. (4) Given the reactants Cl[C:2]1[N:7]=[CH:6][N:5]=[C:4]([NH:8][C:9]2[CH:14]=[CH:13][C:12]([C:15]([F:18])([F:17])[F:16])=[CH:11][CH:10]=2)[CH:3]=1.Cl.[N:20]1[C:25]2[CH:26]=[CH:27][C:28](B(O)O)=[CH:29][C:24]=2[N:23]=[CH:22][CH:21]=1.C([O-])([O-])=O.[Na+].[Na+], predict the reaction product. The product is: [N:20]1[C:25]2[C:24](=[CH:29][C:28]([C:2]3[N:7]=[CH:6][N:5]=[C:4]([NH:8][C:9]4[CH:14]=[CH:13][C:12]([C:15]([F:18])([F:17])[F:16])=[CH:11][CH:10]=4)[CH:3]=3)=[CH:27][CH:26]=2)[N:23]=[CH:22][CH:21]=1. (5) Given the reactants [F:1][C:2]1[CH:7]=[C:6]([O:8][CH2:9][CH2:10][CH2:11][N:12]2[CH2:17][CH2:16][CH2:15][CH2:14][CH2:13]2)[CH:5]=[CH:4][C:3]=1[N:18]1[CH2:23][CH2:22][NH:21][CH2:20][CH2:19]1.[C:24](O)(=[O:31])[C:25]1[CH:30]=[CH:29][CH:28]=[CH:27][CH:26]=1, predict the reaction product. The product is: [F:1][C:2]1[CH:7]=[C:6]([O:8][CH2:9][CH2:10][CH2:11][N:12]2[CH2:13][CH2:14][CH2:15][CH2:16][CH2:17]2)[CH:5]=[CH:4][C:3]=1[N:18]1[CH2:19][CH2:20][N:21]([C:24]([C:25]2[CH:30]=[CH:29][CH:28]=[CH:27][CH:26]=2)=[O:31])[CH2:22][CH2:23]1.